This data is from Forward reaction prediction with 1.9M reactions from USPTO patents (1976-2016). The task is: Predict the product of the given reaction. (1) Given the reactants [Br:1][C:2]1[C:3]([F:41])=[C:4]([CH:8]2[C:12]3([C:16]4=[N:17][CH:18]=[C:19]([Cl:21])[CH:20]=[C:15]4[NH:14][C:13]3=[O:22])[CH:11]([CH2:23][C:24]([CH3:27])([CH3:26])[CH3:25])[NH:10][CH:9]2[C:28]([NH:30][C:31]2[CH:36]=[CH:35][C:34]([C:37]#[N:38])=[CH:33][C:32]=2[O:39][CH3:40])=[O:29])[CH:5]=[CH:6][CH:7]=1.[OH:42]O.[OH-].[Na+], predict the reaction product. The product is: [Br:1][C:2]1[C:3]([F:41])=[C:4]([CH:8]2[C:12]3([C:16]4=[N:17][CH:18]=[C:19]([Cl:21])[CH:20]=[C:15]4[NH:14][C:13]3=[O:22])[CH:11]([CH2:23][C:24]([CH3:27])([CH3:25])[CH3:26])[NH:10][CH:9]2[C:28]([NH:30][C:31]2[CH:36]=[CH:35][C:34]([C:37](=[O:42])[NH2:38])=[CH:33][C:32]=2[O:39][CH3:40])=[O:29])[CH:5]=[CH:6][CH:7]=1. (2) Given the reactants Cl.[F:2][C:3]1[C:8]([F:9])=[CH:7][CH:6]=[CH:5][C:4]=1[NH:10][C:11](=[O:47])[CH2:12][N:13]1[CH:17]=[C:16]([NH:18][C:19]2[C:28]3[C:23](=[CH:24][C:25]([O:44][CH2:45][CH3:46])=[CH:26][C:27]=3[O:29][CH2:30][C@H:31]3[CH2:36][CH2:35][CH2:34][CH2:33][N:32]3C(OC(C)(C)C)=O)[N:22]=[CH:21][N:20]=2)[CH:15]=[N:14]1.FC(F)(F)C(O)=O, predict the reaction product. The product is: [F:2][C:3]1[C:8]([F:9])=[CH:7][CH:6]=[CH:5][C:4]=1[NH:10][C:11](=[O:47])[CH2:12][N:13]1[CH:17]=[C:16]([NH:18][C:19]2[C:28]3[C:23](=[CH:24][C:25]([O:44][CH2:45][CH3:46])=[CH:26][C:27]=3[O:29][CH2:30][C@H:31]3[CH2:36][CH2:35][CH2:34][CH2:33][NH:32]3)[N:22]=[CH:21][N:20]=2)[CH:15]=[N:14]1.